Dataset: Forward reaction prediction with 1.9M reactions from USPTO patents (1976-2016). Task: Predict the product of the given reaction. Given the reactants [C:1]([O:5][C:6]([N:8]1[CH2:13][CH2:12][CH:11]([C:14](N(OC)C)=[O:15])[CH2:10][CH2:9]1)=[O:7])([CH3:4])([CH3:3])[CH3:2].O1CCC[CH2:21]1.O1CCCC1.C[Mg]Cl, predict the reaction product. The product is: [C:14]([CH:11]1[CH2:10][CH2:9][N:8]([C:6]([O:5][C:1]([CH3:2])([CH3:3])[CH3:4])=[O:7])[CH2:13][CH2:12]1)(=[O:15])[CH3:21].